From a dataset of Full USPTO retrosynthesis dataset with 1.9M reactions from patents (1976-2016). Predict the reactants needed to synthesize the given product. (1) Given the product [Cl:20][C:21]1[CH:22]=[C:23]([NH:24][C:2]2[C:6]3[CH:7]=[C:8]([C:11]4[CH:16]=[CH:15][CH:14]=[CH:13][CH:12]=4)[CH:9]=[CH:10][C:5]=3[S:4][C:3]=2[N+:17]([O-:19])=[O:18])[CH:25]=[CH:26][C:27]=1[F:28], predict the reactants needed to synthesize it. The reactants are: Br[C:2]1[C:6]2[CH:7]=[C:8]([C:11]3[CH:16]=[CH:15][CH:14]=[CH:13][CH:12]=3)[CH:9]=[CH:10][C:5]=2[S:4][C:3]=1[N+:17]([O-:19])=[O:18].[Cl:20][C:21]1[CH:22]=[C:23]([CH:25]=[CH:26][C:27]=1[F:28])[NH2:24]. (2) Given the product [CH2:22]([O:21][C:19](=[O:20])[CH2:18][S:9][C:4]1[CH:3]=[C:2]([Cl:1])[CH:7]=[C:6]([Cl:8])[CH:5]=1)[CH3:23], predict the reactants needed to synthesize it. The reactants are: [Cl:1][C:2]1[CH:3]=[C:4]([SH:9])[CH:5]=[C:6]([Cl:8])[CH:7]=1.C(N(CC)CC)C.Br[CH2:18][C:19]([O:21][CH2:22][CH3:23])=[O:20]. (3) Given the product [Br:35][CH2:13][C:10]1[O:9][C:8]([C:3]2[CH:4]=[CH:5][CH:6]=[CH:7][C:2]=2[Cl:1])=[N:12][CH:11]=1, predict the reactants needed to synthesize it. The reactants are: [Cl:1][C:2]1[CH:7]=[CH:6][CH:5]=[CH:4][C:3]=1[C:8]1[O:9][C:10]([CH2:13]O)=[CH:11][N:12]=1.C1(P(C2C=CC=CC=2)C2C=CC=CC=2)C=CC=CC=1.C(Br)(Br)(Br)[Br:35]. (4) The reactants are: [C:1]([O:5][C:6](=[O:38])[NH:7][C@@H:8]([CH2:27][C:28]1[CH:33]=[CH:32][C:31]([C:34]([F:37])([F:36])[F:35])=[CH:30][CH:29]=1)[CH2:9][CH2:10][C:11]([NH:13][NH:14][C:15]([C:17]1[CH:18]=[C:19]2[C:24](=[CH:25][CH:26]=1)[CH:23]=[N:22][CH:21]=[CH:20]2)=O)=[O:12])([CH3:4])([CH3:3])[CH3:2].C1(P(C2C=CC=CC=2)C2C=CC=CC=2)C=CC=CC=1.C(Cl)(Cl)(Cl)Cl.CCN(C(C)C)C(C)C. Given the product [CH:23]1[C:24]2[C:19](=[CH:18][C:17]([C:15]3[O:12][C:11]([CH2:10][CH2:9][C@@H:8]([NH:7][C:6](=[O:38])[O:5][C:1]([CH3:2])([CH3:3])[CH3:4])[CH2:27][C:28]4[CH:33]=[CH:32][C:31]([C:34]([F:37])([F:35])[F:36])=[CH:30][CH:29]=4)=[N:13][N:14]=3)=[CH:26][CH:25]=2)[CH:20]=[CH:21][N:22]=1, predict the reactants needed to synthesize it. (5) Given the product [I:14][C:15]1[CH:16]=[C:17]([NH:26][N:27]=[CH:10][C:9]2[CH:12]=[CH:13][C:6]([CH2:5][N:3]([CH3:4])[CH3:2])=[CH:7][CH:8]=2)[CH:18]=[CH:19][C:20]=1[C:21]1[O:25][CH:24]=[N:23][CH:22]=1, predict the reactants needed to synthesize it. The reactants are: Cl.[CH3:2][N:3]([CH2:5][C:6]1[CH:13]=[CH:12][C:9]([CH:10]=O)=[CH:8][CH:7]=1)[CH3:4].[I:14][C:15]1[CH:16]=[C:17]([NH:26][NH2:27])[CH:18]=[CH:19][C:20]=1[C:21]1[O:25][CH:24]=[N:23][CH:22]=1. (6) The reactants are: [NH2:1][C:2]1[N:10]=[CH:9][CH:8]=[CH:7][C:3]=1[C:4]([OH:6])=O.CN([P+](ON1N=NC2C=CC=CC1=2)(N(C)C)N(C)C)C.F[P-](F)(F)(F)(F)F.Cl.[CH3:39][C:40]1[CH:45]=[CH:44][CH:43]=[CH:42][C:41]=1[O:46][C:47]1[S:51][C:50]([CH2:52][NH2:53])=[CH:49][CH:48]=1.C(=O)(O)[O-].[Na+]. Given the product [CH3:39][C:40]1[CH:45]=[CH:44][CH:43]=[CH:42][C:41]=1[O:46][C:47]1[S:51][C:50]([CH2:52][NH:53][C:4](=[O:6])[C:3]2[CH:7]=[CH:8][CH:9]=[N:10][C:2]=2[NH2:1])=[CH:49][CH:48]=1, predict the reactants needed to synthesize it.